This data is from Forward reaction prediction with 1.9M reactions from USPTO patents (1976-2016). The task is: Predict the product of the given reaction. (1) Given the reactants [CH3:1][O:2][CH2:3][CH2:4][O:5][C:6]1[C:7]([C:16]([F:19])([F:18])[F:17])=[CH:8][C:9]([N+:13]([O-:15])=[O:14])=[C:10]([NH2:12])[CH:11]=1.ClC1C(C(F)(F)F)=CC([N+]([O-])=O)=C(N)C=1.[OH-].[K+].[CH3:37][C:38]([O:41][C:42](O[C:42]([O:41][C:38]([CH3:40])([CH3:39])[CH3:37])=[O:43])=[O:43])([CH3:40])[CH3:39].C(O)(C(F)(F)F)=O, predict the reaction product. The product is: [C:38]([O:41][C:42](=[O:43])[NH:12][C:10]1[CH:11]=[C:6]([O:5][CH2:4][CH2:3][O:2][CH3:1])[C:7]([C:16]([F:17])([F:18])[F:19])=[CH:8][C:9]=1[N+:13]([O-:15])=[O:14])([CH3:40])([CH3:39])[CH3:37]. (2) The product is: [Cl:20][CH2:19][CH2:18][N:8]1[CH2:9][CH2:10][N:5]([S:2]([CH3:1])(=[O:4])=[O:3])[CH2:6][CH2:7]1. Given the reactants [CH3:1][S:2]([N:5]1[CH2:10][CH2:9][NH:8][CH2:7][CH2:6]1)(=[O:4])=[O:3].C(=O)([O-])[O-].[K+].[K+].Br[CH2:18][CH2:19][Cl:20], predict the reaction product. (3) Given the reactants [Cl:1][C:2]1[CH:3]=[C:4]2[C:8](=[CH:9][CH:10]=1)[NH:7][C:6](=[O:11])[C:5]2([N:21]1[CH2:26][CH2:25][N:24]([C:27]([O:29][C:30]([CH3:33])([CH3:32])[CH3:31])=[O:28])[CH2:23][CH:22]1[C:34]([N:36]([CH3:38])[CH3:37])=[O:35])[C:12]1[CH:17]=[C:16]([CH3:18])[CH:15]=[CH:14][C:13]=1[O:19][CH3:20].[CH3:39][O:40][C:41]1[CH:46]=[CH:45][C:44]([S:47](Cl)(=[O:49])=[O:48])=[C:43]([O:51][C:52]([F:55])([F:54])[F:53])[CH:42]=1, predict the reaction product. The product is: [Cl:1][C:2]1[CH:3]=[C:4]2[C:8](=[CH:9][CH:10]=1)[N:7]([S:47]([C:44]1[CH:45]=[CH:46][C:41]([O:40][CH3:39])=[CH:42][C:43]=1[O:51][C:52]([F:53])([F:54])[F:55])(=[O:49])=[O:48])[C:6](=[O:11])[C:5]2([N:21]1[CH2:26][CH2:25][N:24]([C:27]([O:29][C:30]([CH3:33])([CH3:32])[CH3:31])=[O:28])[CH2:23][CH:22]1[C:34]([N:36]([CH3:38])[CH3:37])=[O:35])[C:12]1[CH:17]=[C:16]([CH3:18])[CH:15]=[CH:14][C:13]=1[O:19][CH3:20]. (4) Given the reactants [CH:1]1([NH:4][NH2:5])[CH2:3][CH2:2]1.[Cl:6][C:7]1[CH:12]=[CH:11][C:10]([CH:13]2[N:17]([CH2:18][C:19]3[CH:24]=[CH:23][C:22]([O:25][CH3:26])=[CH:21][CH:20]=3)[C:16](=[O:27])[C:15](O)=[C:14]2[C:29](=O)[CH2:30][O:31][CH3:32])=[CH:9][CH:8]=1, predict the reaction product. The product is: [Cl:6][C:7]1[CH:12]=[CH:11][C:10]([CH:13]2[C:14]3[C:29]([CH2:30][O:31][CH3:32])=[N:5][N:4]([CH:1]4[CH2:3][CH2:2]4)[C:15]=3[C:16](=[O:27])[N:17]2[CH2:18][C:19]2[CH:20]=[CH:21][C:22]([O:25][CH3:26])=[CH:23][CH:24]=2)=[CH:9][CH:8]=1. (5) Given the reactants Cl[C:2]1[CH:7]=[CH:6][C:5]([O:8][CH3:9])=[CH:4][CH:3]=1.[CH3:10][C:11]1[CH:17]=[CH:16][C:15]([CH3:18])=[CH:14][C:12]=1[NH2:13].CC([O-])(C)C.[Na+].O(CCCC)CCCC, predict the reaction product. The product is: [CH3:9][O:8][C:5]1[CH:6]=[CH:7][C:2]([NH:13][C:12]2[CH:14]=[C:15]([CH3:18])[CH:16]=[CH:17][C:11]=2[CH3:10])=[CH:3][CH:4]=1.